Regression. Given two drug SMILES strings and cell line genomic features, predict the synergy score measuring deviation from expected non-interaction effect. From a dataset of NCI-60 drug combinations with 297,098 pairs across 59 cell lines. (1) Drug 1: CN(C)C1=NC(=NC(=N1)N(C)C)N(C)C. Drug 2: N.N.Cl[Pt+2]Cl. Cell line: DU-145. Synergy scores: CSS=-2.24, Synergy_ZIP=1.08, Synergy_Bliss=2.47, Synergy_Loewe=-1.90, Synergy_HSA=-1.44. (2) Drug 1: CS(=O)(=O)OCCCCOS(=O)(=O)C. Drug 2: C1CCC(C(C1)N)N.C(=O)(C(=O)[O-])[O-].[Pt+4]. Cell line: HOP-92. Synergy scores: CSS=11.5, Synergy_ZIP=-7.13, Synergy_Bliss=-4.00, Synergy_Loewe=-0.605, Synergy_HSA=-0.357. (3) Drug 1: CC1=C(C=C(C=C1)C(=O)NC2=CC(=CC(=C2)C(F)(F)F)N3C=C(N=C3)C)NC4=NC=CC(=N4)C5=CN=CC=C5. Drug 2: CC12CCC3C(C1CCC2OP(=O)(O)O)CCC4=C3C=CC(=C4)OC(=O)N(CCCl)CCCl.[Na+]. Cell line: MDA-MB-435. Synergy scores: CSS=-2.07, Synergy_ZIP=5.75, Synergy_Bliss=8.98, Synergy_Loewe=1.16, Synergy_HSA=1.91. (4) Drug 1: C1C(C(OC1N2C=C(C(=O)NC2=O)F)CO)O. Drug 2: CC1C(C(CC(O1)OC2CC(OC(C2O)C)OC3=CC4=CC5=C(C(=O)C(C(C5)C(C(=O)C(C(C)O)O)OC)OC6CC(C(C(O6)C)O)OC7CC(C(C(O7)C)O)OC8CC(C(C(O8)C)O)(C)O)C(=C4C(=C3C)O)O)O)O. Cell line: DU-145. Synergy scores: CSS=27.5, Synergy_ZIP=-1.44, Synergy_Bliss=4.80, Synergy_Loewe=-3.10, Synergy_HSA=3.11. (5) Drug 1: C1CCC(C1)C(CC#N)N2C=C(C=N2)C3=C4C=CNC4=NC=N3. Drug 2: CC1=C(C=C(C=C1)NC2=NC=CC(=N2)N(C)C3=CC4=NN(C(=C4C=C3)C)C)S(=O)(=O)N.Cl. Cell line: OVCAR3. Synergy scores: CSS=6.59, Synergy_ZIP=5.71, Synergy_Bliss=11.5, Synergy_Loewe=8.21, Synergy_HSA=6.92. (6) Drug 2: CCCCC(=O)OCC(=O)C1(CC(C2=C(C1)C(=C3C(=C2O)C(=O)C4=C(C3=O)C=CC=C4OC)O)OC5CC(C(C(O5)C)O)NC(=O)C(F)(F)F)O. Cell line: SK-MEL-28. Drug 1: CN1CCC(CC1)COC2=C(C=C3C(=C2)N=CN=C3NC4=C(C=C(C=C4)Br)F)OC. Synergy scores: CSS=6.07, Synergy_ZIP=3.72, Synergy_Bliss=7.63, Synergy_Loewe=3.38, Synergy_HSA=3.34. (7) Drug 1: CN(CC1=CN=C2C(=N1)C(=NC(=N2)N)N)C3=CC=C(C=C3)C(=O)NC(CCC(=O)O)C(=O)O. Drug 2: CC1C(C(CC(O1)OC2CC(CC3=C2C(=C4C(=C3O)C(=O)C5=C(C4=O)C(=CC=C5)OC)O)(C(=O)CO)O)N)O.Cl. Cell line: SW-620. Synergy scores: CSS=48.9, Synergy_ZIP=-15.0, Synergy_Bliss=-21.9, Synergy_Loewe=-11.8, Synergy_HSA=-11.6. (8) Drug 1: CC1=C(C=C(C=C1)NC(=O)C2=CC=C(C=C2)CN3CCN(CC3)C)NC4=NC=CC(=N4)C5=CN=CC=C5. Drug 2: N.N.Cl[Pt+2]Cl. Cell line: NCI-H522. Synergy scores: CSS=67.3, Synergy_ZIP=-4.91, Synergy_Bliss=-3.50, Synergy_Loewe=-9.31, Synergy_HSA=-1.47.